Dataset: Forward reaction prediction with 1.9M reactions from USPTO patents (1976-2016). Task: Predict the product of the given reaction. (1) Given the reactants Cl.[C:2]1([CH:8]2[CH2:13][CH2:12][CH2:11][NH:10][CH2:9]2)[CH:7]=[CH:6][CH:5]=[CH:4][CH:3]=1.[CH:14]([C:16]1[CH:31]=[CH:30][C:19]([O:20][C:21]2[CH:29]=[CH:28][C:24]([C:25]([NH2:27])=[O:26])=[CH:23][N:22]=2)=[CH:18][CH:17]=1)=O.C(O[BH-](OC(=O)C)OC(=O)C)(=O)C.[Na+].C(O)(=O)C, predict the reaction product. The product is: [C:2]1([CH:8]2[CH2:13][CH2:12][CH2:11][N:10]([CH2:14][C:16]3[CH:31]=[CH:30][C:19]([O:20][C:21]4[CH:29]=[CH:28][C:24]([C:25]([NH2:27])=[O:26])=[CH:23][N:22]=4)=[CH:18][CH:17]=3)[CH2:9]2)[CH:7]=[CH:6][CH:5]=[CH:4][CH:3]=1. (2) Given the reactants [OH:1][N:2]1[C:10]2[C:5](=[N:6][CH:7]=[C:8]([C:11]3[CH:12]=[N:13][N:14]([CH:16]4[CH2:21][CH2:20][N:19](C(OC(C)(C)C)=O)[CH2:18][CH2:17]4)[CH:15]=3)[CH:9]=2)[CH:4]=[CH:3]1.Br[CH2:30][C:31]1[CH:36]=[CH:35][CH:34]=[C:33]([O:37][C:38]2[CH:43]=[CH:42][C:41]([F:44])=[CH:40][CH:39]=2)[CH:32]=1, predict the reaction product. The product is: [F:44][C:41]1[CH:42]=[CH:43][C:38]([O:37][C:33]2[CH:32]=[C:31]([CH:36]=[CH:35][CH:34]=2)[CH2:30][O:1][N:2]2[C:10]3[C:5](=[N:6][CH:7]=[C:8]([C:11]4[CH:12]=[N:13][N:14]([CH:16]5[CH2:17][CH2:18][NH:19][CH2:20][CH2:21]5)[CH:15]=4)[CH:9]=3)[CH:4]=[CH:3]2)=[CH:39][CH:40]=1. (3) Given the reactants [CH2:1]([O:8][C:9]1[CH:14]=[CH:13][C:12]([CH2:15][C:16]([OH:18])=O)=[CH:11][CH:10]=1)[C:2]1[CH:7]=[CH:6][CH:5]=[CH:4][CH:3]=1.O.NN.CCN=C=NCCCN(C)C.C1C=CC2N(O)[N:40]=[N:39]C=2C=1, predict the reaction product. The product is: [CH2:1]([O:8][C:9]1[CH:14]=[CH:13][C:12]([CH2:15][C:16]([NH:39][NH2:40])=[O:18])=[CH:11][CH:10]=1)[C:2]1[CH:7]=[CH:6][CH:5]=[CH:4][CH:3]=1. (4) The product is: [N+:12]([C:11]1[CH:10]=[CH:9][S:8][C:7]=1[N:1]1[CH:5]=[CH:4][N:3]=[CH:2]1)([O-:14])=[O:13]. Given the reactants [NH:1]1[CH:5]=[CH:4][N:3]=[CH:2]1.Cl[C:7]1[S:8][CH:9]=[CH:10][C:11]=1[N+:12]([O-:14])=[O:13], predict the reaction product. (5) Given the reactants Br[C:2]1[CH:7]=[CH:6][C:5]([F:8])=[CH:4][C:3]=1[C:9]1[N:13]([CH3:14])[N:12]=[CH:11][N:10]=1.[Cu][C:16]#[N:17], predict the reaction product. The product is: [F:8][C:5]1[CH:6]=[CH:7][C:2]([C:16]#[N:17])=[C:3]([C:9]2[N:13]([CH3:14])[N:12]=[CH:11][N:10]=2)[CH:4]=1. (6) Given the reactants [B-](F)(F)(F)F.[CH3:6][N:7](C(ON1C(=O)CCC1=O)=[N+](C)C)[CH3:8].[OH:21][CH:22]([C:24]1[CH:25]=[C:26]([C:42]([OH:44])=O)[CH:27]=[C:28]2[C:33]=1[O:32][C:31]([N:34]1[CH2:39][CH2:38][O:37][C@H:36]([CH3:40])[CH2:35]1)=[CH:30][C:29]2=[O:41])[CH3:23].C(N(C(C)C)C(C)C)C.CNC, predict the reaction product. The product is: [OH:21][CH:22]([C:24]1[CH:25]=[C:26]([C:42]([N:7]([CH3:8])[CH3:6])=[O:44])[CH:27]=[C:28]2[C:33]=1[O:32][C:31]([N:34]1[CH2:39][CH2:38][O:37][C@H:36]([CH3:40])[CH2:35]1)=[CH:30][C:29]2=[O:41])[CH3:23]. (7) Given the reactants [CH:1]1([C:4]#[C:5][C:6]2[CH:15]=[C:14]([O:16][CH3:17])[CH:13]=[CH:12][C:7]=2[C:8]([O:10]C)=O)[CH2:3][CH2:2]1.Cl.[CH3:19][NH:20][O:21][CH3:22].[Li]CCCC, predict the reaction product. The product is: [CH:1]1([C:4]#[C:5][C:6]2[CH:15]=[C:14]([O:16][CH3:17])[CH:13]=[CH:12][C:7]=2[C:8]([N:20]([CH3:19])[O:21][CH3:22])=[O:10])[CH2:2][CH2:3]1. (8) Given the reactants [Br:1][C:2]1[C:3]([NH:9][CH3:10])=[N:4][CH:5]=[C:6]([Br:8])[N:7]=1.[CH3:11][Si]([N-][Si](C)(C)C)(C)C.[Na+].IC, predict the reaction product. The product is: [Br:1][C:2]1[C:3]([N:9]([CH3:11])[CH3:10])=[N:4][CH:5]=[C:6]([Br:8])[N:7]=1.